From a dataset of Forward reaction prediction with 1.9M reactions from USPTO patents (1976-2016). Predict the product of the given reaction. (1) Given the reactants [CH3:1][O:2][C:3]([C:5]1[S:9][CH:8]=[C:7](B(O)O)[CH:6]=1)=[O:4].Br[CH2:14][C:15]1[CH:16]=[C:17]([NH:21][C:22](=[O:28])[O:23][C:24]([CH3:27])([CH3:26])[CH3:25])[CH:18]=[CH:19][CH:20]=1.C([O-])([O-])=O.[Na+].[Na+].O1CCOCC1, predict the reaction product. The product is: [C:24]([O:23][C:22]([NH:21][C:17]1[CH:16]=[C:15]([CH:20]=[CH:19][CH:18]=1)[CH2:14][C:7]1[CH:6]=[C:5]([C:3]([O:2][CH3:1])=[O:4])[S:9][CH:8]=1)=[O:28])([CH3:27])([CH3:25])[CH3:26]. (2) Given the reactants Cl[C:2]1[CH:11]=[C:10](Cl)[CH:9]=[C:8]2[C:3]=1[CH:4]=[CH:5][N:6]=[CH:7]2.[CH3:13][C:14]1(C)[C:18](C)(C)OB(C(C)=C)O1.[O-]P([O-])([O-])=O.[K+].[K+].[K+].[C:33]1(C)[CH:38]=CC=C[CH:34]=1, predict the reaction product. The product is: [CH2:13]=[C:14]([C:2]1[CH:11]=[C:10]([C:33]([CH3:38])=[CH2:34])[CH:9]=[C:8]2[C:3]=1[CH:4]=[CH:5][N:6]=[CH:7]2)[CH3:18]. (3) Given the reactants O.[Li+].CC([N-]C(C)C)C.[OH:10][C@H:11]([C:20]1[CH:25]=[CH:24][CH:23]=[CH:22][CH:21]=1)[C@H:12]([N:14]([CH3:19])[C:15](=[O:18])[CH2:16][CH3:17])[CH3:13].Br[CH2:27][C:28]1[CH:29]=[CH:30][C:31]2[C:32]([CH:36]=1)=[N:33][S:34][N:35]=2.[NH4+].[Cl-], predict the reaction product. The product is: [N:35]1[S:34][N:33]=[C:32]2[CH:36]=[C:28]([CH2:27][C@H:16]([CH3:17])[C:15]([N:14]([C@H:12]([CH3:13])[C@H:11]([OH:10])[C:20]3[CH:25]=[CH:24][CH:23]=[CH:22][CH:21]=3)[CH3:19])=[O:18])[CH:29]=[CH:30][C:31]=12. (4) Given the reactants [N:1]1([C:7]2[N:12]=[C:11]([OH:13])[CH:10]=[CH:9][CH:8]=2)[CH2:6][CH2:5][NH:4][CH2:3][CH2:2]1.[O:14](C(OC(C)(C)C)=O)[C:15]([O:17][C:18]([CH3:21])([CH3:20])[CH3:19])=O.O, predict the reaction product. The product is: [C:18]([O:17][C:15]([N:4]1[CH2:3][CH2:2][N:1]([C:7]2[CH:8]=[CH:9][CH:10]=[C:11]([OH:13])[N:12]=2)[CH2:6][CH2:5]1)=[O:14])([CH3:21])([CH3:20])[CH3:19]. (5) Given the reactants [CH3:1][O:2][C:3]1[CH:8]=[CH:7][C:6]([C:9]2[C:10]([CH3:15])=[N:11][CH:12]=[CH:13][CH:14]=2)=[CH:5][CH:4]=1.ClC1C=CC(C(F)(F)F)=CC=1[C@H]1N(C(OC(C)(C)C)=O)[C@H](C(OCC)=O)CC1.[Br:44]Br, predict the reaction product. The product is: [Br:44][C:8]1[CH:7]=[C:6]([C:9]2[C:10]([CH3:15])=[N:11][CH:12]=[CH:13][CH:14]=2)[CH:5]=[CH:4][C:3]=1[O:2][CH3:1].